Dataset: Reaction yield outcomes from USPTO patents with 853,638 reactions. Task: Predict the reaction yield, written as a fraction of the theoretical maximum amount of product (1.0 means a 100% yield; for example, 0.34 means a 34% yield). (1) The reactants are [C:1]([O:4][C:5](=O)[CH3:6])(=[O:3])[CH3:2].[Cl:8][C:9]1[C:10]([N:15]2[C:19]3=[N:20][CH:21]=[N:22][C:23]([O:24][C@@H:25](CCO)[C:26]([NH:28][C:29]4[CH:34]=[CH:33][C:32]([CH3:35])=[CH:31][N:30]=4)=[O:27])=[C:18]3[CH:17]=[N:16]2)=[N:11][CH:12]=[CH:13][CH:14]=1.C(N(CC)C(C)C)(C)C. The catalyst is CN(C)C1C=CN=CC=1.C(Cl)Cl. The product is [Cl:8][C:9]1[C:10]([N:15]2[C:19]3[N:20]=[CH:21][N:22]=[C:23]([O:24][C@H:25]([C:26]([NH:28][C:29]4[CH:34]=[CH:33][C:32]([CH3:35])=[CH:31][N:30]=4)=[O:27])[CH2:6][CH2:5][O:4][C:1](=[O:3])[CH3:2])[C:18]=3[CH:17]=[N:16]2)=[N:11][CH:12]=[CH:13][CH:14]=1. The yield is 0.456. (2) The catalyst is CC(C)=O. The yield is 0.510. The reactants are O1[C:5]2([CH2:10][CH2:9][CH:8]([NH:11][C:12]3[C:17]([N+:18]([O-:20])=[O:19])=[CH:16][N:15]=[C:14]4[CH:21]=[CH:22][S:23][C:13]=34)[CH2:7][CH2:6]2)[O:4]CC1.Cl.O.[OH-].[Na+]. The product is [N+:18]([C:17]1[C:12]([NH:11][CH:8]2[CH2:7][CH2:6][C:5](=[O:4])[CH2:10][CH2:9]2)=[C:13]2[S:23][CH:22]=[CH:21][C:14]2=[N:15][CH:16]=1)([O-:20])=[O:19]. (3) The reactants are [C:1]1([C:7]([C:17]2[CH:22]=[CH:21][CH:20]=[CH:19][CH:18]=2)=[CH:8][C:9]2[CH:14]=[C:13]([Br:15])[CH:12]=[C:11](Br)[CH:10]=2)[CH:6]=[CH:5][CH:4]=[CH:3][CH:2]=1.[C:23]1(B(O)O)[CH:28]=[CH:27][CH:26]=[CH:25][CH:24]=1.C(=O)([O-])[O-].[Na+].[Na+]. The catalyst is C1C=CC([P]([Pd]([P](C2C=CC=CC=2)(C2C=CC=CC=2)C2C=CC=CC=2)([P](C2C=CC=CC=2)(C2C=CC=CC=2)C2C=CC=CC=2)[P](C2C=CC=CC=2)(C2C=CC=CC=2)C2C=CC=CC=2)(C2C=CC=CC=2)C2C=CC=CC=2)=CC=1.C1(C)C=CC=CC=1. The product is [C:1]1([C:7]([C:17]2[CH:18]=[CH:19][CH:20]=[CH:21][CH:22]=2)=[CH:8][C:9]2[CH:14]=[C:13]([Br:15])[CH:12]=[C:11]([C:23]3[CH:28]=[CH:27][CH:26]=[CH:25][CH:24]=3)[CH:10]=2)[CH:2]=[CH:3][CH:4]=[CH:5][CH:6]=1. The yield is 0.560. (4) The reactants are [CH3:1][O:2][C:3](=[O:13])[CH2:4][CH:5]1[CH2:10][CH2:9][CH:8]([CH:11]=O)[CH2:7][CH2:6]1.[F:14][C:15]([F:51])([F:50])[C:16]1[CH:17]=[C:18]([CH:43]=[C:44]([C:46]([F:49])([F:48])[F:47])[CH:45]=1)[CH2:19][N:20]([C:37]1[O:41][N:40]=[C:39]([CH3:42])[CH:38]=1)[C@H:21]1[CH2:27][CH2:26][CH2:25][NH:24][C:23]2[CH:28]=[C:29]([C:33]([F:36])([F:35])[F:34])[C:30]([CH3:32])=[CH:31][C:22]1=2.C(O[BH-](OC(=O)C)OC(=O)C)(=O)C.[Na+]. The catalyst is C(O)(=O)C.ClCCCl.C(Cl)Cl. The product is [CH3:1][O:2][C:3](=[O:13])[CH2:4][CH:5]1[CH2:10][CH2:9][CH:8]([CH2:11][N:24]2[CH2:25][CH2:26][CH2:27][CH:21]([N:20]([CH2:19][C:18]3[CH:43]=[C:44]([C:46]([F:48])([F:49])[F:47])[CH:45]=[C:16]([C:15]([F:14])([F:50])[F:51])[CH:17]=3)[C:37]3[O:41][N:40]=[C:39]([CH3:42])[CH:38]=3)[C:22]3[CH:31]=[C:30]([CH3:32])[C:29]([C:33]([F:36])([F:34])[F:35])=[CH:28][C:23]2=3)[CH2:7][CH2:6]1. The yield is 0.850. (5) The reactants are [Br:1][C:2]1[C:10]2[O:9][CH:8]=[C:7]([CH2:11]Br)[C:6]=2[C:5]([F:13])=[C:4]([F:14])[CH:3]=1.C([O-])(=[O:17])C.[K+].CO.C(=O)([O-])[O-].[K+].[K+]. The catalyst is C(#N)C. The product is [Br:1][C:2]1[C:10]2[O:9][CH:8]=[C:7]([CH2:11][OH:17])[C:6]=2[C:5]([F:13])=[C:4]([F:14])[CH:3]=1. The yield is 0.760. (6) The yield is 0.780. The product is [C:34]([O:38][C:39](=[O:42])[CH2:40][NH:41][C:14]([C:13]1[CH:17]=[CH:18][C:10]([CH2:9][S:8][C:5]2[CH:6]=[CH:7][C:2]([Cl:1])=[CH:3][C:4]=2[NH:19][S:20]([C:23]2[CH:28]=[CH:27][C:26]([Cl:29])=[C:25]([C:30]([F:32])([F:31])[F:33])[CH:24]=2)(=[O:22])=[O:21])=[CH:11][CH:12]=1)=[O:16])([CH3:37])([CH3:36])[CH3:35]. The reactants are [Cl:1][C:2]1[CH:7]=[CH:6][C:5]([S:8][CH2:9][C:10]2[CH:18]=[CH:17][C:13]([C:14]([OH:16])=O)=[CH:12][CH:11]=2)=[C:4]([NH:19][S:20]([C:23]2[CH:28]=[CH:27][C:26]([Cl:29])=[C:25]([C:30]([F:33])([F:32])[F:31])[CH:24]=2)(=[O:22])=[O:21])[CH:3]=1.[C:34]([O:38][C:39](=[O:42])[CH2:40][NH2:41])([CH3:37])([CH3:36])[CH3:35].CN1CCOCC1.C(Cl)CCl. The catalyst is CN(C=O)C. (7) The reactants are [CH3:1][C:2]1([CH3:17])[C:11]2[C:6](=[CH:7][C:8]([C:12]([F:15])([F:14])[F:13])=[CH:9][CH:10]=2)[C:5](=[O:16])[NH:4][CH2:3]1.Br[C:19]1[CH:20]=[N:21][CH:22]=[CH:23][C:24]=1[CH3:25].P([O-])([O-])([O-])=O.[K+].[K+].[K+]. The catalyst is [Cu](I)I.O1CCOCC1. The product is [CH3:1][C:2]1([CH3:17])[C:11]2[C:6](=[CH:7][C:8]([C:12]([F:15])([F:13])[F:14])=[CH:9][CH:10]=2)[C:5](=[O:16])[N:4]([C:19]2[CH:20]=[N:21][CH:22]=[CH:23][C:24]=2[CH3:25])[CH2:3]1. The yield is 0.0544.